Task: Binary Classification. Given a T-cell receptor sequence (or CDR3 region) and an epitope sequence, predict whether binding occurs between them.. Dataset: TCR-epitope binding with 47,182 pairs between 192 epitopes and 23,139 TCRs (1) The epitope is FLNRFTTTL. The TCR CDR3 sequence is CASSLISGGTDTQYF. Result: 1 (the TCR binds to the epitope). (2) The epitope is KLMNIQQKL. The TCR CDR3 sequence is CASSDLASGTGEQFF. Result: 0 (the TCR does not bind to the epitope).